Dataset: Forward reaction prediction with 1.9M reactions from USPTO patents (1976-2016). Task: Predict the product of the given reaction. (1) The product is: [O:8]([C:15]1[CH:16]=[CH:17][C:18]([CH2:19][OH:20])=[CH:22][CH:23]=1)[C:9]1[CH:10]=[CH:11][CH:12]=[CH:13][CH:14]=1. Given the reactants [BH4-].[Na+].S(=O)(=O)(O)O.[O:8]([C:15]1[CH:23]=[CH:22][C:18]([C:19](O)=[O:20])=[CH:17][CH:16]=1)[C:9]1[CH:14]=[CH:13][CH:12]=[CH:11][CH:10]=1.[OH-].[Na+], predict the reaction product. (2) Given the reactants [CH2:1]([C:8]1[CH:9]=[N:10][C:11]2[C:16]([C:17]=1[C:18]1[CH:19]=[C:20]([NH2:24])[CH:21]=[CH:22][CH:23]=1)=[CH:15][CH:14]=[CH:13][C:12]=2[C:25]([F:28])([F:27])[F:26])[C:2]1[CH:7]=[CH:6][CH:5]=[CH:4][CH:3]=1.[Cl:29][C:30]1[C:31]([F:38])=[C:32]([CH:35]=[CH:36][CH:37]=1)[CH:33]=O, predict the reaction product. The product is: [CH2:1]([C:8]1[CH:9]=[N:10][C:11]2[C:16]([C:17]=1[C:18]1[CH:19]=[C:20]([NH:24][CH2:33][C:32]3[CH:35]=[CH:36][CH:37]=[C:30]([Cl:29])[C:31]=3[F:38])[CH:21]=[CH:22][CH:23]=1)=[CH:15][CH:14]=[CH:13][C:12]=2[C:25]([F:28])([F:26])[F:27])[C:2]1[CH:3]=[CH:4][CH:5]=[CH:6][CH:7]=1. (3) Given the reactants [NH2:1][C:2]1[S:3]/[C:4](=[CH:8]\[C:9]2[CH:14]=[C:13]([O:15][CH3:16])[C:12]([OH:17])=[C:11]([Cl:18])[CH:10]=2)/[C:5](=[O:7])[N:6]=1.Br[CH2:20][C:21]([C:23]1[C:28]([F:29])=[CH:27][CH:26]=[CH:25][C:24]=1[F:30])=O, predict the reaction product. The product is: [Cl:18][C:11]1[CH:10]=[C:9](/[CH:8]=[C:4]2/[C:5](=[O:7])[N:6]3[CH:20]=[C:21]([C:23]4[C:28]([F:29])=[CH:27][CH:26]=[CH:25][C:24]=4[F:30])[N:1]=[C:2]3[S:3]/2)[CH:14]=[C:13]([O:15][CH3:16])[C:12]=1[OH:17]. (4) Given the reactants [C:1](Cl)(=[O:4])[CH:2]=[CH2:3].[CH:6]1([C@@H:12]([NH:14][C:15]([C:17]2[C:26]3[C:21](=[CH:22][CH:23]=[CH:24][CH:25]=3)[N:20]=[C:19]([C:27]3[CH:32]=[CH:31][CH:30]=[CH:29][CH:28]=3)[C:18]=2[CH2:33][N:34]2[CH2:39][CH2:38][NH:37][CH2:36][CH2:35]2)=[O:16])[CH3:13])[CH2:11][CH2:10][CH2:9][CH2:8][CH2:7]1.C(OC(C)C)(C)C, predict the reaction product. The product is: [CH:6]1([C@@H:12]([NH:14][C:15]([C:17]2[C:26]3[C:21](=[CH:22][CH:23]=[CH:24][CH:25]=3)[N:20]=[C:19]([C:27]3[CH:28]=[CH:29][CH:30]=[CH:31][CH:32]=3)[C:18]=2[CH2:33][N:34]2[CH2:39][CH2:38][N:37]([C:1](=[O:4])[CH:2]=[CH2:3])[CH2:36][CH2:35]2)=[O:16])[CH3:13])[CH2:11][CH2:10][CH2:9][CH2:8][CH2:7]1. (5) Given the reactants [NH2:1][C@@H:2]1[CH2:7][CH2:6][CH2:5][N:4](C(OC(C)(C)C)=O)[CH2:3]1.[C:15]1([C:21]2[CH:29]=[C:28]3[C:24]([CH:25]=[C:26]([C:30](O)=[O:31])[NH:27]3)=[CH:23][CH:22]=2)[CH:20]=[CH:19][CH:18]=[CH:17][CH:16]=1.N, predict the reaction product. The product is: [C:15]1([C:21]2[CH:29]=[C:28]3[C:24]([CH:25]=[C:26]([C:30]([NH:1][C@@H:2]4[CH2:7][CH2:6][CH2:5][NH:4][CH2:3]4)=[O:31])[NH:27]3)=[CH:23][CH:22]=2)[CH:16]=[CH:17][CH:18]=[CH:19][CH:20]=1. (6) Given the reactants [O:1]1[CH2:6][CH2:5][C:4](=[O:7])[CH2:3][CH2:2]1.[Cl-].[CH3:9][N+:10](=[CH2:12])[CH3:11].C([Cl:16])(=O)C, predict the reaction product. The product is: [ClH:16].[CH3:9][N:10]([CH2:12][CH:3]1[C:4](=[O:7])[CH2:5][CH2:6][O:1][CH2:2]1)[CH3:11].